From a dataset of Forward reaction prediction with 1.9M reactions from USPTO patents (1976-2016). Predict the product of the given reaction. (1) Given the reactants [Br:1][C:2]1[CH:7]=[CH:6][CH:5]=[C:4]([CH2:8][CH2:9][N:10]2[CH2:15][CH2:14][N:13]([C:16]3[CH:25]=[CH:24][CH:23]=[C:22]4[C:17]=3[CH:18]=[CH:19][C:20]([CH3:26])=[N:21]4)[CH2:12][CH2:11]2)[C:3]=1[OH:27].[C:28]1([OH:34])[CH:33]=CC=C[CH:29]=1.ClCC(N)=O.C(=O)([O-])[O-].[K+].[K+], predict the reaction product. The product is: [Br:1][C:2]1[CH:7]=[CH:6][CH:5]=[C:4]([CH2:8][CH2:9][N:10]2[CH2:15][CH2:14][N:13]([C:16]3[CH:25]=[CH:24][CH:23]=[C:22]4[C:17]=3[CH:18]=[CH:19][C:20]([CH3:26])=[N:21]4)[CH2:12][CH2:11]2)[C:3]=1[O:27][CH2:29][C:28](=[O:34])[CH3:33]. (2) The product is: [CH:14]1([CH2:17][CH2:18][NH:19][C:20]([C:22]2[N:23]=[N:24][C:25]([N:28]3[CH2:33][CH2:32][N:31]([C:11]([C:4]4[CH:3]=[C:2]([CH3:1])[O:6][C:5]=4[C:7]([F:8])([F:9])[F:10])=[O:13])[CH2:30][CH2:29]3)=[CH:26][CH:27]=2)=[O:21])[CH2:16][CH2:15]1. Given the reactants [CH3:1][C:2]1[O:6][C:5]([C:7]([F:10])([F:9])[F:8])=[C:4]([C:11]([OH:13])=O)[CH:3]=1.[CH:14]1([CH2:17][CH2:18][NH:19][C:20]([C:22]2[N:23]=[N:24][C:25]([N:28]3[CH2:33][CH2:32][NH:31][CH2:30][CH2:29]3)=[CH:26][CH:27]=2)=[O:21])[CH2:16][CH2:15]1, predict the reaction product. (3) Given the reactants [NH2:1][C@H:2]1[C@H:7]([OH:8])[C@@H:6]([CH3:9])[CH2:5][N:4]([C:10]2[CH:15]=[CH:14][N:13]=[CH:12][C:11]=2[NH:16][C:17]([C:19]2[C:28]([NH:29]C(=O)OCC3C=CC=CC=3)=[CH:27][C:26]3[C:21](=[CH:22][C:23]([N:40]4[CH2:45][CH2:44][CH2:43][CH2:42][C:41]4=[O:46])=[CH:24][CH:25]=3)[N:20]=2)=[O:18])[CH2:3]1.[H][H], predict the reaction product. The product is: [NH2:29][C:28]1[C:19]([C:17]([NH:16][C:11]2[CH:12]=[N:13][CH:14]=[CH:15][C:10]=2[N:4]2[CH2:5][C@H:6]([CH3:9])[C@@H:7]([OH:8])[C@H:2]([NH2:1])[CH2:3]2)=[O:18])=[N:20][C:21]2[C:26]([CH:27]=1)=[CH:25][CH:24]=[C:23]([N:40]1[CH2:45][CH2:44][CH2:43][CH2:42][C:41]1=[O:46])[CH:22]=2. (4) Given the reactants [F:1][C@H:2]1[C@H:8]([NH:9]C(=O)OC(C)(C)C)[CH2:7][CH2:6][C@@H:5]([C:17]2[N:21]([CH3:22])[N:20]=[CH:19][C:18]=2[N+:23]([O-])=O)[O:4][CH2:3]1.[N:26]1[CH:31]=[CH:30][CH:29]=[CH:28][C:27]=1[C:32]1[S:33][CH:34]=[C:35]([C:37](O)=[O:38])[N:36]=1, predict the reaction product. The product is: [NH2:9][C@H:8]1[C@H:2]([F:1])[CH2:3][O:4][C@H:5]([C:17]2[N:21]([CH3:22])[N:20]=[CH:19][C:18]=2[NH:23][C:37]([C:35]2[N:36]=[C:32]([C:27]3[CH:28]=[CH:29][CH:30]=[CH:31][N:26]=3)[S:33][CH:34]=2)=[O:38])[CH2:6][CH2:7]1. (5) Given the reactants Br[CH2:2][C:3]([C:5]1[CH:25]=[CH:24][C:8]([O:9][CH2:10][CH2:11][CH2:12][CH2:13][CH2:14][O:15][C:16]2[CH:23]=[CH:22][C:19]([C:20]#[N:21])=[CH:18][CH:17]=2)=[CH:7][CH:6]=1)=O.[CH3:26][NH:27][C:28]([NH2:30])=[S:29], predict the reaction product. The product is: [CH3:26][NH:27][C:28]1[S:29][CH:2]=[C:3]([C:5]2[CH:25]=[CH:24][C:8]([O:9][CH2:10][CH2:11][CH2:12][CH2:13][CH2:14][O:15][C:16]3[CH:23]=[CH:22][C:19]([C:20]#[N:21])=[CH:18][CH:17]=3)=[CH:7][CH:6]=2)[N:30]=1. (6) Given the reactants [Cl:1][C:2]1[C:3]([C:8]2([O:18][CH3:19])[CH2:17][CH2:16][C:11]3(OCC[O:12]3)[CH2:10][CH2:9]2)=[N:4][CH:5]=[CH:6][CH:7]=1.Cl, predict the reaction product. The product is: [Cl:1][C:2]1[C:3]([C:8]2([O:18][CH3:19])[CH2:9][CH2:10][C:11](=[O:12])[CH2:16][CH2:17]2)=[N:4][CH:5]=[CH:6][CH:7]=1. (7) Given the reactants [Cl-].[Ce+3].[Cl-].[Cl-].C[Mg]Br.F[C:9](F)(F)[C:10]([C:13]1[CH:18]=[CH:17][CH:16]=[C:15]([O:19][C@@H:20]2[CH2:25][CH2:24][C@@H:23]([CH3:26])[N:22]([C:27]([C:29]3[CH:34]=[CH:33][CH:32]=[CH:31][C:30]=3[N:35]3[N:39]=[CH:38][CH:37]=[N:36]3)=[O:28])[CH2:21]2)[CH:14]=1)([OH:12])[CH3:11], predict the reaction product. The product is: [CH3:26][C@H:23]1[N:22]([C:27]([C:29]2[CH:34]=[CH:33][CH:32]=[CH:31][C:30]=2[N:35]2[N:36]=[CH:37][CH:38]=[N:39]2)=[O:28])[CH2:21][C@H:20]([O:19][C:15]2[CH:14]=[C:13]([C:10]([OH:12])([CH3:11])[CH3:9])[CH:18]=[CH:17][CH:16]=2)[CH2:25][CH2:24]1. (8) Given the reactants [CH2:1]([N:3]1[C:12]2[C:7](=[CH:8][C:9]([NH:13][C:14](=[O:22])[CH2:15][CH:16]([CH3:21])[CH2:17][N+:18]([O-])=O)=[CH:10][CH:11]=2)[C:6](=[O:23])[N:5]([CH2:24][CH3:25])[C:4]1=[O:26])[CH3:2].[H][H], predict the reaction product. The product is: [NH2:18][CH2:17][CH:16]([CH3:21])[CH2:15][C:14]([NH:13][C:9]1[CH:8]=[C:7]2[C:12](=[CH:11][CH:10]=1)[N:3]([CH2:1][CH3:2])[C:4](=[O:26])[N:5]([CH2:24][CH3:25])[C:6]2=[O:23])=[O:22]. (9) The product is: [ClH:1].[F:28][C:3]([F:2])([F:27])[C:4]1[CH:5]=[C:6]([CH:10]2[CH2:14][C:13]3([CH2:15][CH2:16][NH:17][CH2:18][CH2:19]3)[O:12][CH2:11]2)[CH:7]=[CH:8][CH:9]=1. Given the reactants [ClH:1].[F:2][C:3]([F:28])([F:27])[C:4]1[CH:5]=[C:6]([CH:10]2[CH2:14][C:13]3([CH2:19][CH2:18][N:17](C(OC(C)(C)C)=O)[CH2:16][CH2:15]3)[O:12][CH2:11]2)[CH:7]=[CH:8][CH:9]=1, predict the reaction product. (10) Given the reactants [F:1][C:2]1[CH:8]=[CH:7][C:5]([NH2:6])=[CH:4][CH:3]=1.N1C=CC=CC=1.[CH3:15][CH:16]([C:22](OCC)=[O:23])[C:17]([O:19][CH2:20][CH3:21])=[O:18], predict the reaction product. The product is: [F:1][C:2]1[CH:8]=[CH:7][C:5]([NH:6][C:22](=[O:23])[CH:16]([CH3:15])[C:17]([O:19][CH2:20][CH3:21])=[O:18])=[CH:4][CH:3]=1.